Dataset: Full USPTO retrosynthesis dataset with 1.9M reactions from patents (1976-2016). Task: Predict the reactants needed to synthesize the given product. (1) Given the product [Br:11][C:12]1[CH:19]=[CH:18][C:15]([CH2:4][CH2:5][C:6]([OH:7])=[O:8])=[CH:14][CH:13]=1, predict the reactants needed to synthesize it. The reactants are: CC1(C)[O:7][C:6](=[O:8])[CH2:5][C:4](=O)O1.[Br:11][C:12]1[CH:19]=[CH:18][C:15](C=O)=[CH:14][CH:13]=1.Cl. (2) Given the product [Cl:46][C:45]1[CH:44]=[CH:43][CH:42]=[C:41]([Cl:47])[C:40]=1[C:33]1[C:32]([CH2:31][O:29][C:26]2[CH:25]=[CH:24][C:23]([C:9]3[CH:10]=[C:11]4[C:16](=[CH:17][C:8]=3[F:7])[N:15]=[C:14]([C:18]([O:20][CH2:21][CH3:22])=[O:19])[CH:13]=[CH:12]4)=[CH:28][CH:27]=2)=[C:36]([CH:37]([CH3:39])[CH3:38])[O:35][N:34]=1, predict the reactants needed to synthesize it. The reactants are: C(=O)([O-])[O-].[Cs+].[Cs+].[F:7][C:8]1[CH:17]=[C:16]2[C:11]([CH:12]=[CH:13][C:14]([C:18]([O:20][CH2:21][CH3:22])=[O:19])=[N:15]2)=[CH:10][C:9]=1[C:23]1[CH:28]=[CH:27][C:26]([OH:29])=[CH:25][CH:24]=1.Cl[CH2:31][C:32]1[C:33]([C:40]2[C:45]([Cl:46])=[CH:44][CH:43]=[CH:42][C:41]=2[Cl:47])=[N:34][O:35][C:36]=1[CH:37]([CH3:39])[CH3:38].O. (3) Given the product [Br:28][C:14]1[C:13](=[O:19])[N:12]([C:3]2[CH:4]=[C:5]([CH:10]=[CH:11][C:2]=2[Cl:1])[C:6]([O:8][CH3:9])=[O:7])[CH:17]=[CH:16][N:15]=1, predict the reactants needed to synthesize it. The reactants are: [Cl:1][C:2]1[CH:11]=[CH:10][C:5]([C:6]([O:8][CH3:9])=[O:7])=[CH:4][C:3]=1[N:12]1[CH:17]=[CH:16][NH:15][C:14](=O)[C:13]1=[O:19].CN(C)C=O.C(Br)(=O)C([Br:28])=O. (4) Given the product [Cl:13][C:3]1[CH:4]=[CH:5][C:6](/[CH:7]=[CH:8]/[S:9]([O-:11])=[O:10])=[CH:1][CH:2]=1.[Na+:18], predict the reactants needed to synthesize it. The reactants are: [CH:1]1[C:6]([CH:7]=[CH:8][S:9](Cl)(=[O:11])=[O:10])=[CH:5][CH:4]=[C:3]([Cl:13])[CH:2]=1.S([O-])([O-])=O.[Na+:18].[Na+].C(=O)([O-])O.[Na+]. (5) Given the product [NH2:24][CH2:23][C@@H:19]1[C@H:20]([OH:22])[CH2:21][N:17]([CH2:16][CH:4]2[C:3]3[C:8]4=[C:9]([O:12][CH2:13][C:14](=[O:15])[N:7]4[CH2:6][CH2:5]2)[CH:10]=[CH:11][C:2]=3[F:1])[CH2:18]1, predict the reactants needed to synthesize it. The reactants are: [F:1][C:2]1[CH:11]=[CH:10][C:9]2[O:12][CH2:13][C:14](=[O:15])[N:7]3[C:8]=2[C:3]=1[CH:4]([CH2:16][N:17]1[CH2:21][C@@H:20]([OH:22])[C@@H:19]([CH2:23][NH:24]C(=O)OCC2C=CC=CC=2)[CH2:18]1)[CH2:5][CH2:6]3. (6) Given the product [CH3:1][C:2]1[C:7]([CH3:8])=[C:6]([OH:9])[C:5]([CH3:10])=[CH:4][C:3]=1[SH:11], predict the reactants needed to synthesize it. The reactants are: [CH3:1][C:2]1[C:7]([CH3:8])=[C:6]([OH:9])[C:5]([CH3:10])=[CH:4][C:3]=1[S:11]C#N.[H-].[H-].[H-].[H-].[Li+].[Al+3].